This data is from Forward reaction prediction with 1.9M reactions from USPTO patents (1976-2016). The task is: Predict the product of the given reaction. Given the reactants N[N:2]1[C:14]2[CH:13]=[N:12][CH:11]=[CH:10][C:9]=2[C:8]2[C:3]1=[CH:4][C:5](Cl)=[CH:6][CH:7]=2.[ClH:16].C(Cl)C1C=C[CH:21]=[N:20]C=1.[OH2:25].[OH-].[Na+].[N:28]1[CH:33]=[CH:32][CH:31]=[CH:30][CH:29]=1, predict the reaction product. The product is: [Cl:16][C:6]1[CH:7]=[C:8]2[C:3](=[C:4]([NH:20][C:21](=[O:25])[C:30]3[CH:31]=[CH:32][CH:33]=[N:28][CH:29]=3)[CH:5]=1)[NH:2][C:14]1[CH:13]=[N:12][CH:11]=[CH:10][C:9]2=1.